From a dataset of Forward reaction prediction with 1.9M reactions from USPTO patents (1976-2016). Predict the product of the given reaction. (1) Given the reactants [OH:1][C:2]1[CH:7]=[CH:6][CH:5]=[CH:4][C:3]=1[C:8]1[N:17]=[C:16]([N:18]2[CH2:23][CH2:22][CH2:21][C@H:20]([CH2:24][NH:25][C:26](=[O:33])[O:27][C@H:28]3[CH2:32][CH2:31][O:30][CH2:29]3)[CH2:19]2)[C:15]2[C:10](=[CH:11][C:12]([CH3:34])=[CH:13][CH:14]=2)[N:9]=1.[ClH:35].CCOCC, predict the reaction product. The product is: [ClH:35].[OH:1][C:2]1[CH:7]=[CH:6][CH:5]=[CH:4][C:3]=1[C:8]1[N:17]=[C:16]([N:18]2[CH2:23][CH2:22][CH2:21][C@H:20]([CH2:24][NH:25][C:26](=[O:33])[O:27][C@H:28]3[CH2:32][CH2:31][O:30][CH2:29]3)[CH2:19]2)[C:15]2[C:10](=[CH:11][C:12]([CH3:34])=[CH:13][CH:14]=2)[N:9]=1. (2) Given the reactants Br[C:2]1[CH:7]=[CH:6][C:5]([CH2:8][CH:9]([CH2:14][CH3:15])[CH2:10][CH2:11][CH2:12][CH3:13])=[CH:4][CH:3]=1.C([Li])CCC.CCCCCC.Br[C:28]1[CH:32]=[CH:31][S:30][CH:29]=1, predict the reaction product. The product is: [CH2:14]([CH:9]([CH2:10][CH2:11][CH2:12][CH3:13])[CH2:8][C:5]1[CH:6]=[CH:7][C:2]([C:28]2[CH:32]=[CH:31][S:30][CH:29]=2)=[CH:3][CH:4]=1)[CH3:15]. (3) Given the reactants [CH3:1][C:2]1[CH:7]=[CH:6][C:5]([N+:8]([O-])=O)=[CH:4][C:3]=1[N:11]1[CH2:34][CH2:33][C:14]2[N:15]=[C:16]([NH:19][C:20]3[CH:25]=[CH:24][C:23]([N:26]4[CH2:31][CH2:30][N:29]([CH3:32])[CH2:28][CH2:27]4)=[CH:22][CH:21]=3)[N:17]=[CH:18][C:13]=2[C:12]1=[O:35].C1COCC1, predict the reaction product. The product is: [NH2:8][C:5]1[CH:6]=[CH:7][C:2]([CH3:1])=[C:3]([N:11]2[CH2:34][CH2:33][C:14]3[N:15]=[C:16]([NH:19][C:20]4[CH:25]=[CH:24][C:23]([N:26]5[CH2:27][CH2:28][N:29]([CH3:32])[CH2:30][CH2:31]5)=[CH:22][CH:21]=4)[N:17]=[CH:18][C:13]=3[C:12]2=[O:35])[CH:4]=1.